This data is from Reaction yield outcomes from USPTO patents with 853,638 reactions. The task is: Predict the reaction yield, written as a fraction of the theoretical maximum amount of product (1.0 means a 100% yield; for example, 0.34 means a 34% yield). (1) The reactants are [OH:1][C:2]1[CH:11]=[C:10]2[C:5]([CH2:6][CH2:7][C:8](=[O:12])[NH:9]2)=[CH:4][CH:3]=1.Br[CH2:14][CH2:15][CH2:16][CH2:17][Cl:18].C(=O)([O-])[O-].[K+].[K+].[OH-].[Na+]. The catalyst is CC(O)C. The product is [Cl:18][CH2:17][CH2:16][CH2:15][CH2:14][O:1][C:2]1[CH:11]=[C:10]2[C:5]([CH2:6][CH2:7][C:8](=[O:12])[NH:9]2)=[CH:4][CH:3]=1. The yield is 0.926. (2) The reactants are [CH3:1][O:2][C:3]1[C:11]2[O:10][C:9]([CH3:13])([CH3:12])[CH2:8][C:7]=2[C:6]([CH3:14])=[C:5]([N:15]2[CH2:20][CH2:19][NH:18][CH2:17][CH2:16]2)[C:4]=1[CH3:21].Br[C:23]1[CH:28]=[CH:27][C:26]([O:29][CH2:30][CH3:31])=[CH:25][CH:24]=1. No catalyst specified. The product is [CH2:30]([O:29][C:26]1[CH:27]=[CH:28][C:23]([N:18]2[CH2:19][CH2:20][N:15]([C:5]3[C:4]([CH3:21])=[C:3]([O:2][CH3:1])[C:11]4[O:10][C:9]([CH3:13])([CH3:12])[CH2:8][C:7]=4[C:6]=3[CH3:14])[CH2:16][CH2:17]2)=[CH:24][CH:25]=1)[CH3:31]. The yield is 0.220. (3) The reactants are Cl[C:2]1[C:7]([I:8])=[CH:6][N:5]=[CH:4][N:3]=1.[NH:9]1[CH2:14][CH2:13][O:12][CH2:11][CH2:10]1.C(=O)([O-])[O-].[Cs+].[Cs+]. The catalyst is CN(C=O)C. The product is [I:8][C:7]1[C:2]([N:9]2[CH2:14][CH2:13][O:12][CH2:11][CH2:10]2)=[N:3][CH:4]=[N:5][CH:6]=1. The yield is 0.970. (4) The reactants are Br[CH:2]([C:4]1[C:13]([Cl:14])=[N:12][CH:11]=[CH:10][C:5]=1[C:6]([O:8]C)=O)[CH3:3].Cl.[CH3:16][C:17]1[CH:18]=[C:19]([CH:29]([NH2:31])[CH3:30])[CH:20]=[N:21][C:22]=1[O:23][CH2:24][C:25]([F:28])([F:27])[F:26]. No catalyst specified. The product is [Cl:14][C:13]1[C:4]2[CH:2]([CH3:3])[N:31]([CH:29]([C:19]3[CH:20]=[N:21][C:22]([O:23][CH2:24][C:25]([F:28])([F:26])[F:27])=[C:17]([CH3:16])[CH:18]=3)[CH3:30])[C:6](=[O:8])[C:5]=2[CH:10]=[CH:11][N:12]=1. The yield is 0.120. (5) The product is [CH2:1]([O:9][C:10]1[CH:11]=[CH:12][C:13]([CH:16]2[CH2:21][CH2:20][CH2:19][NH:18][CH2:17]2)=[CH:14][CH:15]=1)[CH2:2][CH2:3][CH2:4][CH2:5][CH2:6][CH2:7][CH3:8]. The yield is 0.600. The catalyst is CO.O=[Pt]=O. The reactants are [CH2:1]([O:9][C:10]1[CH:15]=[CH:14][C:13]([C:16]2[CH:17]=[N:18][CH:19]=[CH:20][CH:21]=2)=[CH:12][CH:11]=1)[CH2:2][CH2:3][CH2:4][CH2:5][CH2:6][CH2:7][CH3:8].Cl. (6) The reactants are [C:1]([O:5][C:6]([N:8]1[CH2:13][CH2:12][N:11]([C:14]2[CH:22]=[CH:21][C:20]([NH2:23])=[C:19]3[C:15]=2[CH2:16][N:17]([CH3:25])[C:18]3=[O:24])[CH2:10][CH2:9]1)=[O:7])([CH3:4])([CH3:3])[CH3:2].C(=O)([O-])[O-].[K+].[K+].[Cl:32][C:33]1[N:38]=[C:37](Cl)[C:36]([Cl:40])=[CH:35][N:34]=1.O. The catalyst is CS(C)=O. The product is [C:1]([O:5][C:6]([N:8]1[CH2:9][CH2:10][N:11]([C:14]2[CH:22]=[CH:21][C:20]([NH:23][C:35]3[C:36]([Cl:40])=[CH:37][N:38]=[C:33]([Cl:32])[N:34]=3)=[C:19]3[C:15]=2[CH2:16][N:17]([CH3:25])[C:18]3=[O:24])[CH2:12][CH2:13]1)=[O:7])([CH3:4])([CH3:3])[CH3:2]. The yield is 0.600. (7) The catalyst is C(Cl)Cl.CCOCC. The reactants are [C:1]([C:5]1[CH:33]=[CH:32][CH:31]=[CH:30][C:6]=1[O:7][CH2:8][CH2:9][N:10]([CH3:29])[C:11]([C:13]1[C:21]2[CH2:20][CH2:19][N:18](C(OC(C)(C)C)=O)[CH2:17][C:16]=2[NH:15][N:14]=1)=[O:12])([CH3:4])([CH3:3])[CH3:2].[ClH:34]. The product is [ClH:34].[C:1]([C:5]1[CH:33]=[CH:32][CH:31]=[CH:30][C:6]=1[O:7][CH2:8][CH2:9][N:10]([CH3:29])[C:11]([C:13]1[C:21]2[CH2:20][CH2:19][NH:18][CH2:17][C:16]=2[NH:15][N:14]=1)=[O:12])([CH3:4])([CH3:2])[CH3:3]. The yield is 0.920.